Task: Predict the product of the given reaction.. Dataset: Forward reaction prediction with 1.9M reactions from USPTO patents (1976-2016) (1) Given the reactants [F:1][C:2]1[CH:10]=[CH:9][C:8]2[NH:7][C:6]3[CH:11]=[N:12][N:13]([CH:14]4[CH2:19][CH2:18][CH2:17][CH2:16][O:15]4)[C:5]=3[C:4]=2[CH:3]=1.[OH-].[K+].CC(C)=O.Br[CH2:27][C:28]1[CH:37]=[CH:36][C:31]([C:32]([O:34][CH3:35])=[O:33])=[CH:30][CH:29]=1, predict the reaction product. The product is: [F:1][C:2]1[CH:10]=[CH:9][C:8]2[N:7]([CH2:27][C:28]3[CH:37]=[CH:36][C:31]([C:32]([O:34][CH3:35])=[O:33])=[CH:30][CH:29]=3)[C:6]3[CH:11]=[N:12][N:13]([CH:14]4[CH2:19][CH2:18][CH2:17][CH2:16][O:15]4)[C:5]=3[C:4]=2[CH:3]=1. (2) Given the reactants [Br-].[CH3:2]P(C1C=CC=CC=1)(C1C=CC=CC=1)C1C=CC=CC=1.C([Li])CCC.[F:27][C:28]1[CH:36]=[CH:35][C:34]2[C:33](=O)[CH2:32][CH2:31][C:30]=2[C:29]=1[C:38]#[N:39].[NH4+].[Cl-], predict the reaction product. The product is: [F:27][C:28]1[CH:36]=[CH:35][C:34]2[C:33](=[CH2:2])[CH2:32][CH2:31][C:30]=2[C:29]=1[C:38]#[N:39]. (3) Given the reactants [C@H:1]1([OH:8])[CH2:6][CH2:5][CH2:4][C@@H:3]([OH:7])[CH2:2]1.CC(C)([O-])C.[K+].Br[CH2:16][C:17]1[CH:26]=[CH:25][CH:24]=[C:23]([CH3:27])[C:18]=1[C:19]([O:21][CH3:22])=[O:20].CC1C=CC=C(C)C=1C(OC)=O, predict the reaction product. The product is: [OH:7][C@@H:3]1[CH2:4][CH2:5][CH2:6][C@H:1]([O:8][CH2:16][C:17]2[CH:26]=[CH:25][CH:24]=[C:23]([CH3:27])[C:18]=2[C:19]([O:21][CH3:22])=[O:20])[CH2:2]1. (4) Given the reactants C(OC(=O)[NH:7][C@H:8]([CH:17]1[CH2:19][CH2:18]1)[C:9]([N:11]1[CH2:14][CH:13]([C:15]#[N:16])[CH2:12]1)=[O:10])(C)(C)C.[F:21][C:22]([F:27])([F:26])[C:23]([OH:25])=[O:24], predict the reaction product. The product is: [F:21][C:22]([F:27])([F:26])[C:23]([OH:25])=[O:24].[NH2:7][C@H:8]([CH:17]1[CH2:19][CH2:18]1)[C:9]([N:11]1[CH2:12][CH:13]([C:15]#[N:16])[CH2:14]1)=[O:10]. (5) Given the reactants [N:1]1([CH2:6][C:7]2[CH:8]=[C:9]([CH:29]=[C:30]([Cl:32])[CH:31]=2)/[CH:10]=[CH:11]/[C:12]2[CH:17]=[CH:16][C:15]([N:18]3[CH2:23][CH2:22][N:21]([C:24]([CH:26]4[CH2:28][CH2:27]4)=[O:25])[CH2:20][CH2:19]3)=[CH:14][CH:13]=2)[CH:5]=[CH:4][N:3]=[CH:2]1.C(Cl)(=O)[C:34]1C=CC=[N:36][CH:35]=1.C1(C(Cl)=O)CC1, predict the reaction product. The product is: [N:1]1([CH2:6][C:7]2[CH:8]=[C:9]([CH:29]=[C:30]([Cl:32])[CH:31]=2)/[CH:10]=[CH:11]/[C:12]2[CH:17]=[CH:16][C:15]([N:18]3[CH2:19][CH2:20][N:21]([C:24]([C:26]4[CH:28]=[N:36][CH:35]=[CH:34][CH:27]=4)=[O:25])[CH2:22][CH2:23]3)=[CH:14][CH:13]=2)[CH:5]=[CH:4][N:3]=[CH:2]1. (6) Given the reactants [CH3:1][N:2]1[CH2:10][C:9]2[C:4](=[CH:5][CH:6]=[C:7]([N+:11]([O-])=O)[CH:8]=2)[C:3]1=[O:14].[Sn](Cl)(Cl)(Cl)Cl, predict the reaction product. The product is: [NH2:11][C:7]1[CH:8]=[C:9]2[C:4](=[CH:5][CH:6]=1)[C:3](=[O:14])[N:2]([CH3:1])[CH2:10]2. (7) The product is: [C:36]([C:10]1[C:9]2[C:13](=[CH:14][C:6]([O:5][CH2:4][C:3]([OH:39])=[O:2])=[CH:7][CH:8]=2)[N:12]([CH2:15][C:16]([N:18]2[CH2:22][C@H:21]([F:23])[CH2:20][C@H:19]2[C:24](=[O:35])[NH:25][CH2:26][C:27]2[CH:32]=[CH:31][CH:30]=[C:29]([Cl:33])[C:28]=2[F:34])=[O:17])[CH:11]=1)(=[O:38])[NH2:37]. Given the reactants C[O:2][C:3](=[O:39])[CH2:4][O:5][C:6]1[CH:14]=[C:13]2[C:9]([C:10]([C:36](=[O:38])[NH2:37])=[CH:11][N:12]2[CH2:15][C:16]([N:18]2[CH2:22][C@H:21]([F:23])[CH2:20][C@H:19]2[C:24](=[O:35])[NH:25][CH2:26][C:27]2[CH:32]=[CH:31][CH:30]=[C:29]([Cl:33])[C:28]=2[F:34])=[O:17])=[CH:8][CH:7]=1.[OH-].[Na+], predict the reaction product.